The task is: Predict the product of the given reaction.. This data is from Forward reaction prediction with 1.9M reactions from USPTO patents (1976-2016). (1) Given the reactants CCCCC.[C:6]([Li])([CH3:9])([CH3:8])C.Cl[C:12]1[C:30]([O:31][C:32]2C=CC=[CH:34][CH:33]=2)=[CH:29][CH:28]=[CH:27][C:13]=1[N:14]([C:21]1[CH:26]=[CH:25][CH:24]=[CH:23][CH:22]=1)[C:15]1[CH:20]=[CH:19][CH:18]=[CH:17][CH:16]=1.C(C1C=CC=CC=1)(C)(C)C.[B:48](Br)(Br)Br.C([O-])(=O)C.[Na+], predict the reaction product. The product is: [C:15]1([N:14]2[C:13]3[C:12]4=[C:30]([O:31][C:32]5[CH:33]=[CH:34][CH:9]=[CH:6][C:8]=5[B:48]4[C:26]4[CH:25]=[CH:24][CH:23]=[CH:22][C:21]2=4)[CH:29]=[CH:28][CH:27]=3)[CH:20]=[CH:19][CH:18]=[CH:17][CH:16]=1. (2) Given the reactants [NH2:1][C:2]1[CH:7]=[CH:6][C:5]([C:8]2[N:9]=[CH:10][C:11]3[N:12]([N:14]=[C:15]([NH2:17])[N:16]=3)[CH:13]=2)=[CH:4][CH:3]=1.CCN(C(C)C)C(C)C.[F:27][C:28]1[CH:29]=[C:30]([CH2:35][C:36](O)=[O:37])[CH:31]=[CH:32][C:33]=1[F:34].CN(C(ON1N=NC2C=CC=NC1=2)=[N+](C)C)C.F[P-](F)(F)(F)(F)F, predict the reaction product. The product is: [NH2:17][C:15]1[N:16]=[C:11]2[CH:10]=[N:9][C:8]([C:5]3[CH:6]=[CH:7][C:2]([NH:1][C:36](=[O:37])[CH2:35][C:30]4[CH:31]=[CH:32][C:33]([F:34])=[C:28]([F:27])[CH:29]=4)=[CH:3][CH:4]=3)=[CH:13][N:12]2[N:14]=1. (3) Given the reactants [Cl:1][C:2]1[C:3]([CH3:22])=[C:4]([CH:20]=[CH2:21])[C:5]([O:18][CH3:19])=[C:6]([CH:8]([NH:10]C(=O)OC(C)(C)C)[CH3:9])[CH:7]=1, predict the reaction product. The product is: [ClH:1].[Cl:1][C:2]1[C:3]([CH3:22])=[C:4]([CH:20]=[CH2:21])[C:5]([O:18][CH3:19])=[C:6]([CH:8]([NH2:10])[CH3:9])[CH:7]=1. (4) Given the reactants Cl.[CH:2]([N:5]1[CH2:10][CH2:9][CH:8]([O:11][C:12]2[CH:13]=[C:14]3[CH:20]=[C:19]([C:21](O)=[O:22])[NH:18][C:15]3=[N:16][CH:17]=2)[CH2:7][CH2:6]1)([CH3:4])[CH3:3].F[B-](F)(F)F.N1(OC(N(C)C)=[N+](C)C)C2C=CC=CC=2N=N1.[F:46][C:47]1[CH:54]=[CH:53][C:50]([CH2:51][NH2:52])=[CH:49][CH:48]=1.C(N(CC)C(C)C)(C)C, predict the reaction product. The product is: [F:46][C:47]1[CH:54]=[CH:53][C:50]([CH2:51][NH:52][C:21]([C:19]2[NH:18][C:15]3=[N:16][CH:17]=[C:12]([O:11][CH:8]4[CH2:9][CH2:10][N:5]([CH:2]([CH3:4])[CH3:3])[CH2:6][CH2:7]4)[CH:13]=[C:14]3[CH:20]=2)=[O:22])=[CH:49][CH:48]=1.